From a dataset of Full USPTO retrosynthesis dataset with 1.9M reactions from patents (1976-2016). Predict the reactants needed to synthesize the given product. (1) Given the product [NH:26]1[C:27]2[C:32](=[CH:31][CH:30]=[CH:29][CH:28]=2)[C:24]([N:18]2[CH2:19][CH2:20][N:21]([C:15](=[O:17])[CH2:14][CH2:13][S:12][C:4]3[NH:3][C:2](=[O:1])[C:11]4[C:6](=[CH:7][CH:8]=[CH:9][CH:10]=4)[N:5]=3)[CH2:22][CH2:23]2)=[N:25]1, predict the reactants needed to synthesize it. The reactants are: [O:1]=[C:2]1[C:11]2[C:6](=[CH:7][CH:8]=[CH:9][CH:10]=2)[N:5]=[C:4]([S:12][CH2:13][CH2:14][C:15]([OH:17])=O)[NH:3]1.[N:18]1([C:24]2[C:32]3[C:27](=[CH:28][CH:29]=[CH:30][CH:31]=3)[NH:26][N:25]=2)[CH2:23][CH2:22][NH:21][CH2:20][CH2:19]1. (2) Given the product [CH:17]([C:5]1[CH:4]=[C:3]([O:20][CH3:21])[C:2]([N:1]=[C:29]=[S:30])=[CH:16][C:6]=1[O:7][C:8]1[C:9]([NH2:15])=[N:10][C:11]([NH2:14])=[N:12][CH:13]=1)([CH3:19])[CH3:18], predict the reactants needed to synthesize it. The reactants are: [NH2:1][C:2]1[C:3]([O:20][CH3:21])=[CH:4][C:5]([CH:17]([CH3:19])[CH3:18])=[C:6]([CH:16]=1)[O:7][C:8]1[C:9]([NH2:15])=[N:10][C:11]([NH2:14])=[N:12][CH:13]=1.C(O)(C(F)(F)F)=O.[C:29](Cl)(Cl)=[S:30].[OH-].[Na+]. (3) Given the product [NH2:23][C:19]1[CH:18]=[C:17]([C:14]2[CH:13]=[CH:12][C:11]([CH:2]([OH:1])[C:3]3([CH3:10])[NH:7][C:6](=[O:8])[NH:5][C:4]3=[O:9])=[CH:16][CH:15]=2)[CH:22]=[CH:21][CH:20]=1, predict the reactants needed to synthesize it. The reactants are: [OH:1][CH:2]([C:11]1[CH:16]=[CH:15][C:14]([C:17]2[CH:22]=[CH:21][CH:20]=[C:19]([N+:23]([O-])=O)[CH:18]=2)=[CH:13][CH:12]=1)[C:3]1([CH3:10])[NH:7][C:6](=[O:8])[NH:5][C:4]1=[O:9]. (4) Given the product [C:1]([NH:5][C:6]([C:8]1[CH:12]=[C:11]([C:13]2[CH:18]=[CH:17][C:16]([CH2:19][NH2:20])=[CH:15][N:14]=2)[N:10]([C:21]2[CH:22]=[N:23][CH:24]=[CH:25][CH:26]=2)[N:9]=1)=[O:7])([CH3:4])([CH3:2])[CH3:3], predict the reactants needed to synthesize it. The reactants are: [C:1]([NH:5][C:6]([C:8]1[CH:12]=[C:11]([C:13]2[CH:18]=[CH:17][C:16]([C:19]#[N:20])=[CH:15][N:14]=2)[N:10]([C:21]2[CH:22]=[N:23][CH:24]=[CH:25][CH:26]=2)[N:9]=1)=[O:7])([CH3:4])([CH3:3])[CH3:2]. (5) The reactants are: [C:1]([O:4][C:5]1[CH:26]=[CH:25][C:8]([C:9]2[CH:10]([CH2:23][CH3:24])[O:11][C:12]3[C:17]([CH:18]=2)=[CH:16][CH:15]=[C:14]([O:19][C:20](=[O:22])[CH3:21])[CH:13]=3)=[CH:7][CH:6]=1)(=[O:3])[CH3:2]. Given the product [C:1]([O:4][C:5]1[CH:26]=[CH:25][C:8]([CH:9]2[CH2:18][C:17]3[C:12](=[CH:13][C:14]([O:19][C:20](=[O:22])[CH3:21])=[CH:15][CH:16]=3)[O:11][CH:10]2[CH2:23][CH3:24])=[CH:7][CH:6]=1)(=[O:3])[CH3:2], predict the reactants needed to synthesize it. (6) Given the product [I:1][C:2]1[CH:3]=[C:4]2[C:8](=[CH:9][CH:10]=1)[NH:7][C:6](=[O:11])[C:5]2=[N:40][NH:39][C:37]([C:36]1[CH:48]=[CH:49][C:33]([NH:32][C:30](=[O:31])[CH2:29][CH2:28][CH2:27][CH2:26][CH2:25][CH2:15][C:13]([O:19][CH3:51])=[O:14])=[CH:34][CH:35]=1)=[O:38], predict the reactants needed to synthesize it. The reactants are: [I:1][C:2]1[CH:3]=[C:4]2[C:8](=[CH:9][CH:10]=1)[NH:7][C:6](=[O:11])[C:5]2=O.[C:13]([OH:19])([C:15](F)(F)F)=[O:14].COC(=O)CC[CH2:25][CH2:26][CH2:27][CH2:28][CH2:29][C:30]([NH:32][C:33]1[CH:49]=[CH:48][C:36]([C:37]([NH:39][NH:40]C(OC(C)(C)C)=O)=[O:38])=[CH:35][CH:34]=1)=[O:31].[C:51](O)(=O)C.